Dataset: Peptide-MHC class II binding affinity with 134,281 pairs from IEDB. Task: Regression. Given a peptide amino acid sequence and an MHC pseudo amino acid sequence, predict their binding affinity value. This is MHC class II binding data. The peptide sequence is TPAAPAGAEPAGKAT. The MHC is DRB1_0901 with pseudo-sequence DRB1_0901. The binding affinity (normalized) is 0.0580.